The task is: Predict the product of the given reaction.. This data is from Forward reaction prediction with 1.9M reactions from USPTO patents (1976-2016). (1) Given the reactants [CH:1]1[C:6]([C:7](O)=[O:8])=[C:5]([C:10]([OH:12])=O)[CH:4]=[N:3][CH:2]=1.C(OC(=O)C)(=O)C.C([NH2:23])(=O)C, predict the reaction product. The product is: [C:7]1(=[O:8])[C:6]2[CH:1]=[CH:2][N:3]=[CH:4][C:5]=2[C:10](=[O:12])[NH:23]1. (2) Given the reactants [F:1][C:2]1[CH:32]=[CH:31][C:30]([C:33]([NH:35][C:36]2[CH:41]=[C:40]([CH3:42])[CH:39]=[CH:38][C:37]=2[F:43])=[O:34])=[CH:29][C:3]=1[O:4][C:5]1[CH:10]=[CH:9][N:8]=[C:7]([C:11]2[NH:15][CH:14]=[C:13]([C:16]([NH:18][CH2:19][CH2:20][NH:21]C(=O)OC(C)(C)C)=[O:17])[CH:12]=2)[CH:6]=1.FC(F)(F)C(O)=O, predict the reaction product. The product is: [NH2:21][CH2:20][CH2:19][NH:18][C:16]([C:13]1[CH:12]=[C:11]([C:7]2[CH:6]=[C:5]([O:4][C:3]3[CH:29]=[C:30]([C:33]([NH:35][C:36]4[CH:41]=[C:40]([CH3:42])[CH:39]=[CH:38][C:37]=4[F:43])=[O:34])[CH:31]=[CH:32][C:2]=3[F:1])[CH:10]=[CH:9][N:8]=2)[NH:15][CH:14]=1)=[O:17]. (3) Given the reactants [C:1]([O:5][C:6](=[O:34])[NH:7][C:8]1([C:12]2[CH:17]=[CH:16][C:15]([C:18]3[C:23]([C:24]4[CH:29]=[CH:28][CH:27]=[CH:26][CH:25]=4)=[CH:22][N:21]4[C:30](Br)=[CH:31][N:32]=[C:20]4[N:19]=3)=[CH:14][CH:13]=2)[CH2:11][CH2:10][CH2:9]1)([CH3:4])([CH3:3])[CH3:2].[CH2:35]([Sn](CCCC)(CCCC)C=C)[CH2:36]CC, predict the reaction product. The product is: [C:1]([O:5][C:6](=[O:34])[NH:7][C:8]1([C:12]2[CH:17]=[CH:16][C:15]([C:18]3[C:23]([C:24]4[CH:29]=[CH:28][CH:27]=[CH:26][CH:25]=4)=[CH:22][N:21]4[C:30]([CH:35]=[CH2:36])=[CH:31][N:32]=[C:20]4[N:19]=3)=[CH:14][CH:13]=2)[CH2:11][CH2:10][CH2:9]1)([CH3:4])([CH3:3])[CH3:2].